Dataset: Full USPTO retrosynthesis dataset with 1.9M reactions from patents (1976-2016). Task: Predict the reactants needed to synthesize the given product. Given the product [F:12][C:13]1[CH:18]=[C:17]([F:19])[CH:16]=[CH:15][C:14]=1[C:20]1[N:2]([C:4]2[CH:9]=[C:8]([C:10]#[N:11])[CH:7]=[CH:6][N:5]=2)[N:3]=[CH:22][CH:21]=1, predict the reactants needed to synthesize it. The reactants are: Cl.[NH:2]([C:4]1[CH:9]=[C:8]([C:10]#[N:11])[CH:7]=[CH:6][N:5]=1)[NH2:3].[F:12][C:13]1[CH:18]=[C:17]([F:19])[CH:16]=[CH:15][C:14]=1[C:20](=O)/[CH:21]=[CH:22]/N(C)C.